This data is from Catalyst prediction with 721,799 reactions and 888 catalyst types from USPTO. The task is: Predict which catalyst facilitates the given reaction. (1) The catalyst class is: 158. Product: [CH2:10]([N:14]([CH3:60])[C:15](=[O:59])[CH2:16][CH2:17][CH2:18][CH2:19][CH2:20][CH2:21][CH2:22][CH2:23][CH2:24][CH2:25][C@@H:26]1[CH2:43][C:42]2[CH:41]=[C:40]([OH:45])[CH:39]=[CH:38][C:37]=2[C@@H:36]2[C@@H:27]1[C@H:28]1[C@@:32]([CH2:34][CH2:35]2)([CH3:33])[C@@H:31]([OH:52])[CH2:30][CH2:29]1)[CH2:11][CH2:12][CH3:13]. Reactant: B(F)(F)F.CCOCC.[CH2:10]([N:14]([CH3:60])[C:15](=[O:59])[CH2:16][CH2:17][CH2:18][CH2:19][CH2:20][CH2:21][CH2:22][CH2:23][CH2:24][CH2:25][C@@H:26]1[C:43](=O)[C:42]2[CH:41]=[C:40]([O:45]C3CCCCO3)[CH:39]=[CH:38][C:37]=2[C@@H:36]2[C@@H:27]1[C@H:28]1[C@@:32]([CH2:34][CH2:35]2)([CH3:33])[C@@H:31]([O:52]C2CCCCO2)[CH2:30][CH2:29]1)[CH2:11][CH2:12][CH3:13].[SiH](CC)(CC)CC.C([O-])([O-])=O.[K+].[K+]. (2) Reactant: [F:1][C:2]1[C:7]([O:8][CH3:9])=[CH:6][C:5]([O:10][CH3:11])=[C:4]([F:12])[C:3]=1[N:13]1[CH2:18][C:17]2[CH:19]=[N:20][C:21]3[N:25](S(C4C=CC=CC=4)(=O)=O)[C:24]([CH2:35][N:36]4[CH2:41][CH2:40][N:39]([CH2:42][CH3:43])[CH2:38][CH2:37]4)=[CH:23][C:22]=3[C:16]=2[N:15]([CH3:44])[C:14]1=[O:45].CC(C)([O-])C.[K+]. Product: [F:1][C:2]1[C:7]([O:8][CH3:9])=[CH:6][C:5]([O:10][CH3:11])=[C:4]([F:12])[C:3]=1[N:13]1[CH2:18][C:17]2[CH:19]=[N:20][C:21]3[NH:25][C:24]([CH2:35][N:36]4[CH2:37][CH2:38][N:39]([CH2:42][CH3:43])[CH2:40][CH2:41]4)=[CH:23][C:22]=3[C:16]=2[N:15]([CH3:44])[C:14]1=[O:45]. The catalyst class is: 1. (3) Reactant: [NH2:1][C:2]1[CH:11]=[CH:10][C:5]([C:6]([O:8][CH3:9])=[O:7])=[C:4]([OH:12])[CH:3]=1.N1C=CC=CC=1.[CH3:19][S:20](Cl)(=[O:22])=[O:21].Cl. Product: [OH:12][C:4]1[CH:3]=[C:2]([NH:1][S:20]([CH3:19])(=[O:22])=[O:21])[CH:11]=[CH:10][C:5]=1[C:6]([O:8][CH3:9])=[O:7]. The catalyst class is: 2.